Dataset: Full USPTO retrosynthesis dataset with 1.9M reactions from patents (1976-2016). Task: Predict the reactants needed to synthesize the given product. (1) Given the product [CH3:1][N:2]1[CH:10]=[C:9]2[C:4]([CH:5]=[CH:6][C:7]3[CH2:13][CH2:12][C:11](=[CH:14][CH2:15][NH2:16])[C:8]=32)=[N:3]1, predict the reactants needed to synthesize it. The reactants are: [CH3:1][N:2]1[CH:10]=[C:9]2[C:4]([CH:5]=[CH:6][C:7]3[CH2:13][CH2:12][C:11](=[CH:14][C:15]#[N:16])[C:8]=32)=[N:3]1.N.C(O)C. (2) Given the product [IH:14].[CH3:10][N:11]([CH2:13][C:3]1[C:4]2[C:9](=[N:8][CH:7]=[CH:6][CH:5]=2)[NH:1][CH:2]=1)[CH3:12], predict the reactants needed to synthesize it. The reactants are: [NH:1]1[C:9]2[C:4](=[CH:5][CH:6]=[CH:7][N:8]=2)[CH:3]=[CH:2]1.[CH3:10][N+:11]([CH3:13])=[CH2:12].[I-:14]. (3) Given the product [CH:19]1([C:2]2[C:7]([C:8]3[CH:13]=[CH:12][C:11]([F:14])=[CH:10][CH:9]=3)=[C:6]([F:15])[C:5]([O:16][CH2:31][CH3:32])=[C:4]([CH:17]=[O:18])[CH:3]=2)[CH2:21][CH2:20]1, predict the reactants needed to synthesize it. The reactants are: Br[C:2]1[C:7]([C:8]2[CH:13]=[CH:12][C:11]([F:14])=[CH:10][CH:9]=2)=[C:6]([F:15])[C:5]([OH:16])=[C:4]([CH:17]=[O:18])[CH:3]=1.[CH:19]1(B(O)O)[CH2:21][CH2:20]1.C(=O)([O-])[O-].[Na+].[Na+].[CH:31]1(P(C2CCCCC2)C2C=CC=CC=2C2C(OC)=CC=CC=2OC)CCCC[CH2:32]1. (4) Given the product [Br:7][C:8]1[C:9]([CH3:26])=[CH:10][C:11]([O:12][CH2:13][CH:14]([C:19]([CH3:21])([OH:20])[CH3:22])[C:15]([CH3:18])([OH:17])[CH3:16])=[CH:23][C:24]=1[CH3:25], predict the reactants needed to synthesize it. The reactants are: [H-].[H-].[H-].[H-].[Li+].[Al+3].[Br:7][C:8]1[C:24]([CH3:25])=[CH:23][C:11]([O:12][CH2:13][CH:14]([C:19]2([CH3:22])[CH2:21][O:20]2)[C:15]([CH3:18])([OH:17])[CH3:16])=[CH:10][C:9]=1[CH3:26]. (5) Given the product [ClH:17].[CH2:34]([O:33][C:29]1[C:28]([OH:36])=[C:27]2[C:32]([C:23]([CH2:5][C:4]3[CH:7]=[C:8]([O:12][CH3:13])[C:9]([O:10][CH3:11])=[C:2]([I:1])[CH:3]=3)=[CH:24][N:25]=[CH:26]2)=[CH:31][CH:30]=1)[CH3:35], predict the reactants needed to synthesize it. The reactants are: [I:1][C:2]1[CH:3]=[C:4]([CH:7]=[C:8]([O:12][CH3:13])[C:9]=1[O:10][CH3:11])[CH:5]=O.CCO.[ClH:17].CO.C(O[CH:23](OCC)[CH2:24][NH:25][CH2:26][C:27]1[CH:32]=[CH:31][CH:30]=[C:29]([O:33][CH2:34][CH3:35])[C:28]=1[OH:36])C. (6) Given the product [F:39][C:38]([F:41])([F:40])[S:35]([O:11][C:12]1[CH2:13][CH2:14][N:15]([C:18]([O:20][CH2:21][C:22]2[CH:27]=[CH:26][CH:25]=[CH:24][CH:23]=2)=[O:19])[CH2:16][CH:17]=1)(=[O:37])=[O:36], predict the reactants needed to synthesize it. The reactants are: [Li+].C[Si]([N-][Si](C)(C)C)(C)C.[O:11]=[C:12]1[CH2:17][CH2:16][N:15]([C:18]([O:20][CH2:21][C:22]2[CH:27]=[CH:26][CH:25]=[CH:24][CH:23]=2)=[O:19])[CH2:14][CH2:13]1.C1C=CC(N([S:35]([C:38]([F:41])([F:40])[F:39])(=[O:37])=[O:36])[S:35]([C:38]([F:41])([F:40])[F:39])(=[O:37])=[O:36])=CC=1. (7) Given the product [CH3:8][C:7]1[O:6][N:5]=[C:4]([C:9]2[CH:14]=[CH:13][CH:12]=[CH:11][CH:10]=2)[C:3]=1[C:1]#[C:2][C:16]1[C:21]([OH:22])=[CH:20][CH:19]=[CH:18][N:17]=1, predict the reactants needed to synthesize it. The reactants are: [C:1]([C:3]1[C:4]([C:9]2[CH:14]=[CH:13][CH:12]=[CH:11][CH:10]=2)=[N:5][O:6][C:7]=1[CH3:8])#[CH:2].I[C:16]1[C:21]([OH:22])=[CH:20][CH:19]=[CH:18][N:17]=1. (8) Given the product [CH3:14][O:13][C:11]([C@H:9]1[CH2:10][C@H:5]([C:3]([OH:4])=[O:2])[CH2:6][N:7]([C:15]([O:17][C:18]([CH3:21])([CH3:20])[CH3:19])=[O:16])[CH2:8]1)=[O:12], predict the reactants needed to synthesize it. The reactants are: C[O:2][C:3]([C@@H:5]1[CH2:10][C@@H:9]([C:11]([O:13][CH3:14])=[O:12])[CH2:8][N:7]([C:15]([O:17][C:18]([CH3:21])([CH3:20])[CH3:19])=[O:16])[CH2:6]1)=[O:4].O.OS([O-])(=O)=O.[K+]. (9) Given the product [CH2:7]([C:1]1[CH:6]=[CH:5][CH:4]=[CH:3][CH:2]=1)[CH2:8][CH2:9][CH2:10][CH2:11][CH2:12][CH2:13][CH3:14].[CH2:7]=[CH:8][CH2:1][CH2:6][CH2:5][CH2:4][CH2:3][CH3:2], predict the reactants needed to synthesize it. The reactants are: [CH:1]1[CH:6]=[CH:5][CH:4]=[CH:3][CH:2]=1.[CH2:7]=[CH:8][CH2:9][CH2:10][CH2:11][CH2:12][CH2:13][CH3:14]. (10) Given the product [C:22]1([C@@H:28]([NH:30][C:5]2[O:6][C:7]([CH3:15])([CH3:16])[C:8]([CH3:13])([CH3:14])[S:9](=[O:11])(=[O:12])[N:10]=2)[CH3:29])[CH:27]=[CH:26][CH:25]=[CH:24][CH:23]=1, predict the reactants needed to synthesize it. The reactants are: FC1C=CC=C(F)C=1O[C:5]1[O:6][C:7]([CH3:16])([CH3:15])[C:8]([CH3:14])([CH3:13])[S:9](=[O:12])(=[O:11])[N:10]=1.[C:22]1([C@@H:28]([NH2:30])[CH3:29])[CH:27]=[CH:26][CH:25]=[CH:24][CH:23]=1.